Dataset: Catalyst prediction with 721,799 reactions and 888 catalyst types from USPTO. Task: Predict which catalyst facilitates the given reaction. (1) Reactant: [NH:1]1[C:5]2[CH:6]=[CH:7][CH:8]=[CH:9][C:4]=2[N:3]=[N:2]1.[CH2:10]([NH:17][CH2:18][CH2:19][C:20]([O:22][CH2:23][CH3:24])=[O:21])[C:11]1[CH:16]=[CH:15][CH:14]=[CH:13][CH:12]=1.[CH2:25]=O. Product: [N:1]1([CH2:25][N:17]([CH2:10][C:11]2[CH:16]=[CH:15][CH:14]=[CH:13][CH:12]=2)[CH2:18][CH2:19][C:20]([O:22][CH2:23][CH3:24])=[O:21])[C:5]2[CH:6]=[CH:7][CH:8]=[CH:9][C:4]=2[N:3]=[N:2]1. The catalyst class is: 5. (2) Reactant: [C:1]([O:5][C:6]([N:8]1[CH2:11][C:10](=O)[CH2:9]1)=[O:7])([CH3:4])([CH3:3])[CH3:2].[CH3:13][C:14]1([OH:20])[CH2:19][CH2:18][NH:17][CH2:16][CH2:15]1.C(O[BH-](OC(=O)C)OC(=O)C)(=O)C.[Na+]. Product: [C:1]([O:5][C:6]([N:8]1[CH2:11][CH:10]([N:17]2[CH2:18][CH2:19][C:14]([OH:20])([CH3:13])[CH2:15][CH2:16]2)[CH2:9]1)=[O:7])([CH3:4])([CH3:3])[CH3:2]. The catalyst class is: 26. (3) Reactant: [CH2:1]([N:3]([CH2:16][CH3:17])[CH2:4][CH2:5][O:6][C:7]1[CH:12]=[CH:11][C:10]([N+:13]([O-])=O)=[CH:9][CH:8]=1)[CH3:2]. Product: [CH2:16]([N:3]([CH2:1][CH3:2])[CH2:4][CH2:5][O:6][C:7]1[CH:8]=[CH:9][C:10]([NH2:13])=[CH:11][CH:12]=1)[CH3:17]. The catalyst class is: 19. (4) Reactant: Cl.[OH:2][C:3]1[CH:4]=[C:5]([CH2:10][CH2:11][NH2:12])[CH:6]=[CH:7][C:8]=1[OH:9].C(N(CC)CC)C.[CH3:20][CH2:21][CH2:22][CH2:23][CH2:24][CH2:25][N:26]=[C:27]=[S:28]. Product: [OH:2][C:3]1[CH:4]=[C:5]([CH2:10][CH2:11][NH:12][C:27]([NH:26][CH2:25][CH2:24][CH2:23][CH2:22][CH2:21][CH3:20])=[S:28])[CH:6]=[CH:7][C:8]=1[OH:9]. The catalyst class is: 22. (5) Reactant: C([O:3]/[CH:4]=[CH:5]\[C:6]1[CH:11]=[CH:10][N:9]2[C:12]([C:15]([NH:17][C:18]3[CH:26]=[CH:25][CH:24]=[C:23]4[C:19]=3[C:20]([CH3:35])=[N:21][N:22]4[CH2:27][C:28]3[CH:33]=[CH:32][CH:31]=[C:30]([CH3:34])[N:29]=3)=[O:16])=[CH:13][N:14]=[C:8]2[CH:7]=1)C.O1CCOCC1.O.Cl. Product: [CH3:35][C:20]1[C:19]2[C:23](=[CH:24][CH:25]=[CH:26][C:18]=2[NH:17][C:15]([C:12]2[N:9]3[CH:10]=[CH:11][C:6]([CH2:5][CH:4]=[O:3])=[CH:7][C:8]3=[N:14][CH:13]=2)=[O:16])[N:22]([CH2:27][C:28]2[CH:33]=[CH:32][CH:31]=[C:30]([CH3:34])[N:29]=2)[N:21]=1. The catalyst class is: 12. (6) Reactant: [NH2:1][C:2]1[CH:7]=[CH:6][C:5]([C:8]2[O:9][C:10]([C:13]3[CH:18]=[CH:17][C:16]([NH2:19])=[CH:15][C:14]=3[Cl:20])=[CH:11][CH:12]=2)=[C:4]([Cl:21])[CH:3]=1.[C:22]1([NH2:33])[C:27](F)=[C:26](F)[C:25](F)=[C:24]([NH2:31])C=1F.Cl.Cl. Product: [Cl:20][C:14]1[CH:15]=[C:16]([N:19]=[N:31][C:24]2[CH:25]=[CH:26][CH:27]=[CH:22][N:33]=2)[CH:17]=[CH:18][C:13]=1[C:10]1[O:9][C:8]([C:5]2[CH:6]=[CH:7][C:2]([N:1]=[N:31][C:24]3[CH:25]=[CH:26][CH:27]=[CH:22][N:33]=3)=[CH:3][C:4]=2[Cl:21])=[CH:12][CH:11]=1. The catalyst class is: 14. (7) Reactant: [F:1][CH:2]1[CH2:28][CH:5]2[CH:6]([C:18]3[CH:23]=[CH:22][C:21]([O:24]COC)=[CH:20][CH:19]=3)[O:7][C:8]3[CH:9]=[CH:10][C:11]([O:14]COC)=[CH:12][C:13]=3[CH:4]2[CH2:3]1.Cl.CCOC(C)=O.CCOC(C)=O.CCCCCC. Product: [F:1][C@@H:2]1[CH2:28][C@H:5]2[C@@H:6]([C:18]3[CH:23]=[CH:22][C:21]([OH:24])=[CH:20][CH:19]=3)[O:7][C:8]3[CH:9]=[CH:10][C:11]([OH:14])=[CH:12][C:13]=3[C@H:4]2[CH2:3]1. The catalyst class is: 1.